Dataset: Forward reaction prediction with 1.9M reactions from USPTO patents (1976-2016). Task: Predict the product of the given reaction. (1) Given the reactants C([Sn]([C:14]1[N:18](COCC[Si](C)(C)C)C(S(C2C=CC=CC=2)(=O)=O)=[N:16][CH:15]=1)(CCCC)CCCC)CCC.C[Si](C)(C)CCOC[N:42]1[C:46]([C:47]2[CH:48]=[C:49]3[C:54](=[CH:55][CH:56]=2)[CH:53]=[N:52][CH:51]=[CH:50]3)=[CH:45][N:44]=[C:43]1S(C1C=CC=CC=1)(=O)=O.[CH2:68]([Li])[CH2:69]CC.[CH2:82]([Sn](Cl)([CH2:82][CH2:83][CH2:84][CH3:85])[CH2:82][CH2:83][CH2:84][CH3:85])[CH2:83][CH2:84][CH3:85].[CH2:87]1COCC1, predict the reaction product. The product is: [NH2:16][CH2:15][CH:14]([NH:18][C:43]1[NH:42][C:46]([C:47]2[CH:48]=[C:49]3[C:54](=[CH:55][CH:56]=2)[CH:53]=[N:52][CH:51]=[CH:50]3)=[CH:45][N:44]=1)[CH2:87][C:85]1[CH:84]=[CH:83][CH:82]=[CH:69][CH:68]=1. (2) Given the reactants [CH2:1]([O:8][C:9]1[CH:10]=[C:11]([NH:15][C:16]2[N:21]=[CH:20][C:19](Br)=[CH:18][N:17]=2)[CH:12]=[CH:13][CH:14]=1)[C:2]1[CH:7]=[CH:6][CH:5]=[CH:4][CH:3]=1.[Cl:23][C:24]1[CH:25]=[C:26]([CH:28]=[CH:29][C:30]=1[Cl:31])[NH2:27].C1(P(C2C=CC=CC=2)C2C3OC4C(=CC=CC=4P(C4C=CC=CC=4)C4C=CC=CC=4)C(C)(C)C=3C=CC=2)C=CC=CC=1.C(=O)([O-])[O-].[Cs+].[Cs+], predict the reaction product. The product is: [CH2:1]([O:8][C:9]1[CH:10]=[C:11]([NH:15][C:16]2[N:21]=[CH:20][C:19]([NH:27][C:26]3[CH:28]=[CH:29][C:30]([Cl:31])=[C:24]([Cl:23])[CH:25]=3)=[CH:18][N:17]=2)[CH:12]=[CH:13][CH:14]=1)[C:2]1[CH:7]=[CH:6][CH:5]=[CH:4][CH:3]=1.